From a dataset of Reaction yield outcomes from USPTO patents with 853,638 reactions. Predict the reaction yield, written as a fraction of the theoretical maximum amount of product (1.0 means a 100% yield; for example, 0.34 means a 34% yield). (1) The reactants are Br[C:2]1[N:6]([S:7]([C:10]2[CH:11]=[N:12][CH:13]=[CH:14][CH:15]=2)(=[O:9])=[O:8])[CH:5]=[C:4]([CH2:16][N:17]([CH3:25])[C:18](=[O:24])[O:19][C:20]([CH3:23])([CH3:22])[CH3:21])[CH:3]=1.[CH3:26][C:27]1[CH:32]=[CH:31][N:30]=[CH:29][C:28]=1B(O)O.C(=O)([O-])O.[Na+].COCCOC. The product is [CH3:25][N:17]([CH2:16][C:4]1[CH:3]=[C:2]([C:28]2[CH:29]=[N:30][CH:31]=[CH:32][C:27]=2[CH3:26])[N:6]([S:7]([C:10]2[CH:11]=[N:12][CH:13]=[CH:14][CH:15]=2)(=[O:9])=[O:8])[CH:5]=1)[C:18](=[O:24])[O:19][C:20]([CH3:23])([CH3:22])[CH3:21]. The yield is 0.520. The catalyst is C1C=CC([P]([Pd]([P](C2C=CC=CC=2)(C2C=CC=CC=2)C2C=CC=CC=2)([P](C2C=CC=CC=2)(C2C=CC=CC=2)C2C=CC=CC=2)[P](C2C=CC=CC=2)(C2C=CC=CC=2)C2C=CC=CC=2)(C2C=CC=CC=2)C2C=CC=CC=2)=CC=1.O. (2) The reactants are [CH3:1][C:2]1[NH:6][C:5]2[C:7]([C:17]([O:19]C)=[O:18])=[CH:8][C:9]([N:11]3[CH2:16][CH2:15][O:14][CH2:13][CH2:12]3)=[CH:10][C:4]=2[N:3]=1.Br[CH2:22][C:23]1[CH:28]=[CH:27][CH:26]=[C:25]([Cl:29])[C:24]=1[CH3:30].C(=O)([O-])[O-].[K+].[K+].[OH-].[Li+]. The catalyst is CN(C)C=O.O1CCCC1.O. The product is [Cl:29][C:25]1[C:24]([CH3:30])=[C:23]([CH2:22][N:3]2[C:4]3[CH:10]=[C:9]([N:11]4[CH2:12][CH2:13][O:14][CH2:15][CH2:16]4)[CH:8]=[C:7]([C:17]([OH:19])=[O:18])[C:5]=3[N:6]=[C:2]2[CH3:1])[CH:28]=[CH:27][CH:26]=1. The yield is 0.349. (3) The reactants are [CH3:1][O:2][C:3]1[CH:4]=[C:5]2[C:9](=[CH:10][CH:11]=1)[NH:8][C:7](=[O:12])[C:6]2=[O:13].[H-].[Na+].[CH:16]1[CH:21]=[CH:20][C:19]([CH2:22]Br)=[CH:18][CH:17]=1.O. The catalyst is CN(C=O)C. The product is [CH2:22]([N:8]1[C:9]2[C:5](=[CH:4][C:3]([O:2][CH3:1])=[CH:11][CH:10]=2)[C:6](=[O:13])[C:7]1=[O:12])[C:19]1[CH:20]=[CH:21][CH:16]=[CH:17][CH:18]=1. The yield is 0.810. (4) The reactants are [CH2:1]([O:3][C@H:4]1[CH2:9][CH2:8][C@H:7]([N:10]2[CH2:15][CH2:14][CH:13]([NH:16][C:17]3[CH:18]=[C:19]([CH:22]=[CH:23][C:24]=3[N+:25]([O-])=O)[C:20]#[N:21])[CH2:12][CH2:11]2)[CH2:6][CH2:5]1)[CH3:2].Cl. The catalyst is C(O)C.O.[Fe]. The product is [NH2:25][C:24]1[CH:23]=[CH:22][C:19]([C:20]#[N:21])=[CH:18][C:17]=1[NH:16][CH:13]1[CH2:12][CH2:11][N:10]([C@H:7]2[CH2:8][CH2:9][C@H:4]([O:3][CH2:1][CH3:2])[CH2:5][CH2:6]2)[CH2:15][CH2:14]1. The yield is 0.900. (5) The reactants are [CH3:1][O:2][C:3](=[O:12])[C:4]1[CH:9]=[CH:8][C:7]([OH:10])=[CH:6][C:5]=1[OH:11].CCN(CC)CC.[CH3:20][C:21](OC(C)=O)=[O:22]. The catalyst is CCOCC.CN(C1C=CN=CC=1)C. The product is [CH3:1][O:2][C:3](=[O:12])[C:4]1[CH:9]=[CH:8][C:7]([O:10][C:21](=[O:22])[CH3:20])=[CH:6][C:5]=1[OH:11]. The yield is 0.230. (6) The reactants are Br[C:2]1[CH:24]=[CH:23][C:5]([O:6][CH2:7][CH:8]2[CH2:13][CH2:12][N:11]([CH2:14][C:15]3([C:19]([F:22])([F:21])[F:20])[CH2:18][CH2:17][CH2:16]3)[CH2:10][CH2:9]2)=[C:4]([F:25])[CH:3]=1.[CH2:26]([O:28][C:29]([C:31]1[CH:36]=[CH:35][C:34](B(O)O)=[CH:33][C:32]=1[F:40])=[O:30])[CH3:27].C([O-])([O-])=O.[Cs+].[Cs+].COCCOC. The product is [F:40][C:32]1[CH:33]=[C:34]([C:2]2[CH:24]=[CH:23][C:5]([O:6][CH2:7][CH:8]3[CH2:9][CH2:10][N:11]([CH2:14][C:15]4([C:19]([F:20])([F:22])[F:21])[CH2:18][CH2:17][CH2:16]4)[CH2:12][CH2:13]3)=[C:4]([F:25])[CH:3]=2)[CH:35]=[CH:36][C:31]=1[C:29]([O:28][CH2:26][CH3:27])=[O:30]. The catalyst is C1C=CC(P(C2C=CC=CC=2)[C-]2C=CC=C2)=CC=1.C1C=CC(P(C2C=CC=CC=2)[C-]2C=CC=C2)=CC=1.Cl[Pd]Cl.[Fe+2].O. The yield is 0.760. (7) The yield is 1.00. The reactants are C(OC(=O)[NH:10][CH:11]1[CH2:16][C:15]([F:18])([F:17])[CH2:14][CH:13]([NH:19]C(=O)OCC2C=CC=CC=2)[CH2:12]1)C1C=CC=CC=1. The catalyst is CO.[Pd]. The product is [F:17][C:15]1([F:18])[CH2:16][CH:11]([NH2:10])[CH2:12][CH:13]([NH2:19])[CH2:14]1. (8) The reactants are [NH3:1].C([O:5][CH2:6][C@@H:7]([NH:33][C:34]([O:36][CH2:37][C:38]1[CH:43]=[CH:42][CH:41]=[CH:40][CH:39]=1)=[O:35])[C:8]([N:10]1[CH2:14][CH2:13][CH2:12][C@H:11]1[C:15]([N:17]1[CH2:21][CH2:20][CH2:19][C@H:18]1[C:22]([NH:24][C@@H:25]([C@H:30]([OH:32])[CH3:31])[C:26]([O:28]C)=[O:27])=[O:23])=[O:16])=[O:9])(=O)C. No catalyst specified. The product is [CH2:37]([O:36][C:34](=[O:35])[NH:33][C@H:7]([CH2:6][OH:5])[C:8]([N:10]1[CH2:14][CH2:13][CH2:12][C@H:11]1[C:15]([N:17]1[CH2:21][CH2:20][CH2:19][C@H:18]1[C:22](=[O:23])[NH:24][C@@H:25]([C@H:30]([OH:32])[CH3:31])[C:26]([O:28][NH2:1])=[O:27])=[O:16])=[O:9])[C:38]1[CH:43]=[CH:42][CH:41]=[CH:40][CH:39]=1. The yield is 0.823.